From a dataset of Forward reaction prediction with 1.9M reactions from USPTO patents (1976-2016). Predict the product of the given reaction. (1) Given the reactants [CH3:1][C:2]1([CH3:42])[C:10]2[C:5](=[CH:6][CH:7]=[CH:8][CH:9]=2)[N:4]([CH:11]2[CH2:16][CH2:15][N:14]([C:17](=[O:40])[C@@H:18]([NH:27][S:28]([C:31]3[CH:36]=[CH:35][CH:34]=[CH:33][C:32]=3[N+:37]([O-:39])=[O:38])(=[O:30])=[O:29])[CH2:19][CH2:20][C:21]3[CH:26]=[CH:25][CH:24]=[CH:23][CH:22]=3)[CH2:13][CH2:12]2)[C:3]1=[O:41].CO.[C:45]1(P(C2C=CC=CC=2)C2C=CC=CC=2)C=CC=CC=1.N(C(OCC)=O)=NC(OCC)=O.C1(P(=O)(C2C=CC=CC=2)C2C=CC=CC=2)C=CC=CC=1, predict the reaction product. The product is: [CH3:1][C:2]1([CH3:42])[C:10]2[C:5](=[CH:6][CH:7]=[CH:8][CH:9]=2)[N:4]([CH:11]2[CH2:12][CH2:13][N:14]([C:17](=[O:40])[C@@H:18]([N:27]([CH3:45])[S:28]([C:31]3[CH:36]=[CH:35][CH:34]=[CH:33][C:32]=3[N+:37]([O-:39])=[O:38])(=[O:30])=[O:29])[CH2:19][CH2:20][C:21]3[CH:26]=[CH:25][CH:24]=[CH:23][CH:22]=3)[CH2:15][CH2:16]2)[C:3]1=[O:41]. (2) Given the reactants C(O)(C(F)(F)F)=O.[CH3:8][O:9][C:10]1[N:15]=[C:14]([C:16]([C:18]2[C:19]3[CH:31]=[CH:30][CH:29]=[CH:28][C:20]=3[S:21][C:22]=2[CH2:23][CH2:24][N:25]([CH3:27])[CH3:26])=[CH2:17])[CH:13]=[CH:12][CH:11]=1, predict the reaction product. The product is: [CH3:8][O:9][C:10]1[N:15]=[C:14]([CH:16]([C:18]2[C:19]3[CH:31]=[CH:30][CH:29]=[CH:28][C:20]=3[S:21][C:22]=2[CH2:23][CH2:24][N:25]([CH3:27])[CH3:26])[CH3:17])[CH:13]=[CH:12][CH:11]=1. (3) Given the reactants [CH3:1][O:2][C:3]([C:5]1[C:6]([OH:30])=[C:7]2[C:12](=[C:13](Br)[N:14]=1)[N:11]([CH2:16][C:17]1[CH:22]=[CH:21][CH:20]=[CH:19][CH:18]=1)[C:10](=[O:23])[C:9]([C:24]1[CH:29]=[CH:28][CH:27]=[CH:26][CH:25]=1)=[CH:8]2)=[O:4].[C:31]1([Sn](CCCC)(CCCC)CCCC)[CH:36]=[CH:35][CH:34]=[CH:33][CH:32]=1.CCOC(C)=O.Cl, predict the reaction product. The product is: [CH3:1][O:2][C:3]([C:5]1[C:6]([OH:30])=[C:7]2[C:12](=[C:13]([C:31]3[CH:36]=[CH:35][CH:34]=[CH:33][CH:32]=3)[N:14]=1)[N:11]([CH2:16][C:17]1[CH:22]=[CH:21][CH:20]=[CH:19][CH:18]=1)[C:10](=[O:23])[C:9]([C:24]1[CH:29]=[CH:28][CH:27]=[CH:26][CH:25]=1)=[CH:8]2)=[O:4]. (4) Given the reactants Br[CH2:2][C:3]1[C:8](C)=[CH:7][CH:6]=[CH:5][C:4]=1[N:10]1[C:14](=[O:15])[N:13]([CH3:16])[N:12]=[N:11]1.[CH3:17][C:18]1[CH:23]=[C:22]([C:24](=[N:26][O:27][CH3:28])[CH3:25])[CH:21]=[CH:20][C:19]=1[OH:29].[C:30](=O)([O-])[O-:31].[K+].[K+], predict the reaction product. The product is: [CH3:17][C:18]1[CH:23]=[C:22]([C:24](=[N:26][O:27][CH3:28])[CH3:25])[CH:21]=[CH:20][C:19]=1[O:29][CH2:2][C:3]1[C:8]([O:31][CH3:30])=[CH:7][CH:6]=[CH:5][C:4]=1[N:10]1[C:14](=[O:15])[N:13]([CH3:16])[N:12]=[N:11]1.